This data is from Reaction yield outcomes from USPTO patents with 853,638 reactions. The task is: Predict the reaction yield, written as a fraction of the theoretical maximum amount of product (1.0 means a 100% yield; for example, 0.34 means a 34% yield). (1) The reactants are C[O:2][C:3](=[O:32])[C@H:4]([CH2:16][C:17]1[CH:22]=[CH:21][C:20]([C:23]2[C:24](=[O:31])[N:25]([CH3:30])[CH:26]=[C:27]([Cl:29])[CH:28]=2)=[CH:19][CH:18]=1)[NH:5][C:6]([C:8]1[C:13]([CH3:14])=[CH:12][CH:11]=[CH:10][C:9]=1[Cl:15])=[O:7].O.[OH-].[Li+].C(OCC)(=O)C. The catalyst is C1COCC1.O. The product is [Cl:15][C:9]1[CH:10]=[CH:11][CH:12]=[C:13]([CH3:14])[C:8]=1[C:6]([NH:5][C@H:4]([C:3]([OH:32])=[O:2])[CH2:16][C:17]1[CH:22]=[CH:21][C:20]([C:23]2[C:24](=[O:31])[N:25]([CH3:30])[CH:26]=[C:27]([Cl:29])[CH:28]=2)=[CH:19][CH:18]=1)=[O:7]. The yield is 0.820. (2) The reactants are [CH3:1][CH:2]1[NH:4][CH2:3]1.[OH-].[Na+].[Cl:7][C:8]1[CH:16]=[CH:15][C:11]([C:12](Cl)=[O:13])=[CH:10][CH:9]=1. The catalyst is O1CCCC1. The product is [CH3:1][CH:2]1[N:4]([C:12]([C:11]2[CH:15]=[CH:16][C:8]([Cl:7])=[CH:9][CH:10]=2)=[O:13])[CH2:3]1. The yield is 0.890. (3) The reactants are [CH3:1][O:2][C:3]1[CH:8]=[CH:7][CH:6]=[CH:5][C:4]=1[C:9]1[C:17]2[C:12](=[N:13][CH:14]=[C:15](B3OC(C)(C)C(C)(C)O3)[CH:16]=2)[N:11](COCC[Si](C)(C)C)C=1.C[O:36][C:37]([C:39]1[S:43][C:42](Br)=[N:41][CH:40]=1)=[O:38].C(#[N:47])C.C([O-])([O-])=O.[Na+].[Na+]. The catalyst is CCOCC. The product is [CH3:1][O:2][C:3]1[CH:8]=[CH:7][CH:6]=[CH:5][C:4]=1[C:9]1[C:17]2[C:12](=[N:13][CH:14]=[C:15]([C:42]3[S:43][C:39]([C:37]([OH:36])=[O:38])=[CH:40][N:41]=3)[CH:16]=2)[NH:11][N:47]=1. The yield is 0.810. (4) The reactants are [C:1]([OH:9])(=O)[C:2]1[CH:7]=[CH:6][CH:5]=[CH:4][CH:3]=1.CN(C(ON1N=NC2C=CC=NC1=2)=[N+](C)C)C.F[P-](F)(F)(F)(F)F.CCN(C(C)C)C(C)C.[NH2:43][C:44]1[CH:49]=[CH:48][CH:47]=[CH:46][C:45]=1/[CH:50]=[CH:51]/[C:52]([O:54][CH3:55])=[O:53]. The catalyst is ClCCl. The product is [C:1]([NH:43][C:44]1[CH:49]=[CH:48][CH:47]=[CH:46][C:45]=1/[CH:50]=[CH:51]/[C:52]([O:54][CH3:55])=[O:53])(=[O:9])[C:2]1[CH:3]=[CH:4][CH:5]=[CH:6][CH:7]=1. The yield is 0.180. (5) The reactants are [C:1]([O:5][C:6]([N:8]1[CH2:12][CH2:11][C@@H:10]([OH:13])[C@H:9]1[C:14]([OH:16])=O)=[O:7])([CH3:4])([CH3:3])[CH3:2].[F:17][C:18]1[CH:19]=[C:20]([CH2:34][NH2:35])[CH:21]=[C:22]([C:24]2[CH:29]=[N:28][C:27]([C:30]([F:33])([F:32])[F:31])=[CH:26][N:25]=2)[CH:23]=1.CCN(C(C)C)C(C)C.CN(C(ON1N=NC2C=CC=NC1=2)=[N+](C)C)C.F[P-](F)(F)(F)(F)F. The catalyst is CN(C)C=O.O. The product is [F:17][C:18]1[CH:19]=[C:20]([CH2:34][NH:35][C:14]([C@@H:9]2[C@H:10]([OH:13])[CH2:11][CH2:12][N:8]2[C:6]([O:5][C:1]([CH3:2])([CH3:3])[CH3:4])=[O:7])=[O:16])[CH:21]=[C:22]([C:24]2[CH:29]=[N:28][C:27]([C:30]([F:32])([F:33])[F:31])=[CH:26][N:25]=2)[CH:23]=1. The yield is 0.530. (6) The reactants are [ClH:1].[F:2][C:3]([F:28])([F:27])[C:4]1[CH:5]=[C:6]([C:10]2[CH:15]=[CH:14][C:13]([C@@H:16]3[CH2:18][C@H:17]3[NH:19]C(=O)OC(C)(C)C)=[CH:12][CH:11]=2)[CH:7]=[CH:8][CH:9]=1. The catalyst is C(OCC)C. The product is [ClH:1].[F:2][C:3]([F:27])([F:28])[C:4]1[CH:5]=[C:6]([C:10]2[CH:15]=[CH:14][C:13]([C@@H:16]3[CH2:18][C@H:17]3[NH2:19])=[CH:12][CH:11]=2)[CH:7]=[CH:8][CH:9]=1. The yield is 0.778. (7) The reactants are [CH2:1]([O:3][C:4](=[O:16])[CH2:5][N:6]1[C:14]2[C:9](=[CH:10][CH:11]=[C:12]([NH2:15])[CH:13]=2)[CH:8]=[CH:7]1)[CH3:2].[F:17][C:18]([F:37])([F:36])[O:19][C:20]1[CH:25]=[CH:24][C:23]([C:26]#[C:27][CH2:28][CH2:29][CH2:30]OS(C)(=O)=O)=[CH:22][CH:21]=1.C(=O)([O-])[O-].[K+].[K+]. The catalyst is CN(C=O)C. The product is [CH2:1]([O:3][C:4](=[O:16])[CH2:5][N:6]1[C:14]2[C:9](=[CH:10][CH:11]=[C:12]([NH:15][CH2:30][CH2:29][CH2:28][C:27]#[C:26][C:23]3[CH:24]=[CH:25][C:20]([O:19][C:18]([F:17])([F:36])[F:37])=[CH:21][CH:22]=3)[CH:13]=2)[CH:8]=[CH:7]1)[CH3:2]. The yield is 0.150. (8) The reactants are O1CCCC1.[CH:6]1([C:12]2[C:20]3[C:19](=[O:21])[NH:18][C:17]([C:22]4[CH:27]=[CH:26][C:25]([NH:28][C:29](=[O:35])[N:30]([CH2:32][CH2:33]O)[CH3:31])=[CH:24][C:23]=4[O:36][CH3:37])=[N:16][C:15]=3[N:14]([CH3:38])[N:13]=2)[CH2:11][CH2:10][CH2:9][CH2:8][CH2:7]1.N(C(N(C)C)=O)=NC(N(C)C)=O. The catalyst is O. The product is [CH:6]1([C:12]2[C:20]3[C:19](=[O:21])[NH:18][C:17]([C:22]4[CH:27]=[CH:26][C:25]([N:28]5[CH2:33][CH2:32][N:30]([CH3:31])[C:29]5=[O:35])=[CH:24][C:23]=4[O:36][CH3:37])=[N:16][C:15]=3[N:14]([CH3:38])[N:13]=2)[CH2:7][CH2:8][CH2:9][CH2:10][CH2:11]1. The yield is 0.660. (9) The reactants are FC(F)(F)C(O)=O.[Cl:8][C:9]1[CH:14]=[C:13]([Cl:15])[CH:12]=[CH:11][C:10]=1[C@H:16]([N:18]1[C:22]2[CH:23]=[C:24]([C:27]3[CH2:28][CH2:29][N:30]([C:33]([C@H:35]4[CH2:40][CH2:39][CH2:38][CH2:37][N:36]4C(OC(C)(C)C)=O)=[O:34])[CH2:31][CH:32]=3)[CH:25]=[CH:26][C:21]=2[N:20]=[CH:19]1)[CH3:17]. The catalyst is ClCCl. The product is [Cl:8][C:9]1[CH:14]=[C:13]([Cl:15])[CH:12]=[CH:11][C:10]=1[C@H:16]([N:18]1[C:22]2[CH:23]=[C:24]([C:27]3[CH2:28][CH2:29][N:30]([C:33]([C@H:35]4[CH2:40][CH2:39][CH2:38][CH2:37][NH:36]4)=[O:34])[CH2:31][CH:32]=3)[CH:25]=[CH:26][C:21]=2[N:20]=[CH:19]1)[CH3:17]. The yield is 0.830.